Predict which catalyst facilitates the given reaction. From a dataset of Catalyst prediction with 721,799 reactions and 888 catalyst types from USPTO. (1) Reactant: C[C:2]1[N:7]=[C:6]([N:8]2[C@@H:15]3[C@@H:10]([CH2:11][CH2:12][NH:13][CH2:14]3)[CH2:9]2)[CH:5]=[CH:4][CH:3]=1.ClC1C=C([N:23]([CH3:25])[CH3:24])C=CN=1.[CH3:26][C:27]([CH3:30])([O-:29])[CH3:28].[K+].[CH3:32][O:33]CCOC. Product: [CH3:25][N:23]([CH3:24])[C:4]1[CH:3]=[CH:2][N:7]=[C:6]([N:8]2[C@@H:15]3[C@@H:10]([CH2:11][CH2:12][N:13]([C:32]([O:29][C:27]([CH3:30])([CH3:28])[CH3:26])=[O:33])[CH2:14]3)[CH2:9]2)[CH:5]=1. The catalyst class is: 6. (2) Reactant: [Cl:1][C:2]1[N:10]=[CH:9][CH:8]=[CH:7][C:3]=1[C:4](O)=[O:5].[H-].[H-].[H-].[H-].[Li+].[Al+3].O.[OH-].[Na+]. Product: [Cl:1][C:2]1[C:3]([CH2:4][OH:5])=[CH:7][CH:8]=[CH:9][N:10]=1. The catalyst class is: 1. (3) Reactant: [C:1]([O:5][C:6]([N:8]1[CH2:13][CH2:12][CH:11]([NH:14][C:15]2[CH:20]=[CH:19][C:18]([C:21]([O:23][CH2:24][CH:25]=[CH2:26])=[O:22])=[CH:17][C:16]=2[NH2:27])[CH2:10][CH2:9]1)=[O:7])([CH3:4])([CH3:3])[CH3:2].C(N(CC)CC)C.[Br:35][CH2:36][C:37](Cl)=[O:38]. Product: [C:1]([O:5][C:6]([N:8]1[CH2:13][CH2:12][CH:11]([NH:14][C:15]2[CH:20]=[CH:19][C:18]([C:21]([O:23][CH2:24][CH:25]=[CH2:26])=[O:22])=[CH:17][C:16]=2[NH:27][C:37](=[O:38])[CH2:36][Br:35])[CH2:10][CH2:9]1)=[O:7])([CH3:4])([CH3:3])[CH3:2]. The catalyst class is: 4. (4) Reactant: [NH2:1][C:2]1[CH:10]=[CH:9][CH:8]=[C:7]2[C:3]=1[C:4](=[O:29])[N:5]([C@@H:12]([C:18]1[CH:23]=[CH:22][C:21]([O:24]C)=[C:20]([O:26][CH2:27][CH3:28])[CH:19]=1)[CH2:13][S:14]([CH3:17])(=[O:16])=[O:15])[C:6]2=[O:11].I[Si](C)(C)C. Product: [NH2:1][C:2]1[CH:10]=[CH:9][CH:8]=[C:7]2[C:3]=1[C:4](=[O:29])[N:5]([C@@H:12]([C:18]1[CH:23]=[CH:22][C:21]([OH:24])=[C:20]([O:26][CH2:27][CH3:28])[CH:19]=1)[CH2:13][S:14]([CH3:17])(=[O:16])=[O:15])[C:6]2=[O:11]. The catalyst class is: 448.